Dataset: Full USPTO retrosynthesis dataset with 1.9M reactions from patents (1976-2016). Task: Predict the reactants needed to synthesize the given product. (1) The reactants are: Br[C:2]1[CH:7]=[CH:6][C:5]([C:8]2[CH:13]=[CH:12][N:11]=[C:10]([NH:14][CH:15]3[CH2:20][C:19]([CH3:22])([CH3:21])[NH:18][C:17]([CH3:24])([CH3:23])[CH2:16]3)[N:9]=2)=[CH:4][CH:3]=1.C([Sn](CCCC)(CCCC)[C:30]1[CH:35]=[CH:34][CH:33]=[CH:32][N:31]=1)CCC. Given the product [N:31]1[CH:32]=[CH:33][CH:34]=[CH:35][C:30]=1[C:2]1[CH:7]=[CH:6][C:5]([C:8]2[CH:13]=[CH:12][N:11]=[C:10]([NH:14][CH:15]3[CH2:16][C:17]([CH3:24])([CH3:23])[NH:18][C:19]([CH3:22])([CH3:21])[CH2:20]3)[N:9]=2)=[CH:4][CH:3]=1, predict the reactants needed to synthesize it. (2) Given the product [CH3:1][C:2]1[CH:3]=[CH:4][C:5]([S:9][C:10]2[CH:11]=[CH:12][CH:13]=[CH:14][CH:15]=2)=[C:6]([NH:8][C:31]2[C:18]3[CH:23]=[CH:22][C:21]([CH2:24][CH2:25][CH3:26])=[N:20][C:19]=3[N:27]=[CH:28][N:29]=2)[CH:7]=1, predict the reactants needed to synthesize it. The reactants are: [CH3:1][C:2]1[CH:3]=[CH:4][C:5]([S:9][C:10]2[CH:15]=[CH:14][CH:13]=[CH:12][CH:11]=2)=[C:6]([NH2:8])[CH:7]=1.C([C:18]1[C:19]([N:27]=[CH:28][N:29]([CH3:31])C)=[N:20][C:21]([CH2:24][CH2:25][CH3:26])=[CH:22][CH:23]=1)#N. (3) The reactants are: [N+](C1C=CC=CC=1S([N:13]1[CH2:17][C:16]2[CH:18]=[C:19]([C:21]([O:23][CH3:24])=[O:22])[S:20][C:15]=2[CH2:14]1)(=O)=O)([O-])=O.C(=O)([O-])[O-].[Cs+].[Cs+].C1(S)C=CC=CC=1. Given the product [S:20]1[C:15]2[CH2:14][NH:13][CH2:17][C:16]=2[CH:18]=[C:19]1[C:21]([O:23][CH3:24])=[O:22], predict the reactants needed to synthesize it. (4) Given the product [C:2]1([C:8]2[CH:9]=[C:10]3[C:14](=[C:15]([C:17]([NH2:19])=[O:18])[CH:16]=2)[NH:13][N:12]=[C:11]3[CH:20]2[CH2:25][CH2:24][N:23]([C:33]([C:34]3[CH:39]=[CH:38][CH:37]=[CH:36][CH:35]=3)=[O:40])[CH2:22][CH2:21]2)[CH:3]=[CH:4][CH:5]=[CH:6][CH:7]=1, predict the reactants needed to synthesize it. The reactants are: Cl.[C:2]1([C:8]2[CH:9]=[C:10]3[C:14](=[C:15]([C:17]([NH2:19])=[O:18])[CH:16]=2)[NH:13][N:12]=[C:11]3[CH:20]2[CH2:25][CH2:24][NH:23][CH2:22][CH2:21]2)[CH:7]=[CH:6][CH:5]=[CH:4][CH:3]=1.C(N(CC)CC)C.[C:33](Cl)(=[O:40])[C:34]1[CH:39]=[CH:38][CH:37]=[CH:36][CH:35]=1. (5) Given the product [CH3:22][C:5]1([CH3:23])[C:4]2[CH:3]=[C:2]3[NH:1][C:31]([C:28]4[NH:29][N:30]=[C:26]([C:25]([F:35])([F:34])[F:24])[CH:27]=4)=[N:11][C:10]3=[CH:9][C:8]=2[N:7]([CH2:12][CH2:13][CH2:14][N:15]2[CH2:16][CH2:17][O:18][CH2:19][CH2:20]2)[C:6]1=[O:21], predict the reactants needed to synthesize it. The reactants are: [NH2:1][C:2]1[CH:3]=[C:4]2[C:8](=[CH:9][C:10]=1[NH2:11])[N:7]([CH2:12][CH2:13][CH2:14][N:15]1[CH2:20][CH2:19][O:18][CH2:17][CH2:16]1)[C:6](=[O:21])[C:5]2([CH3:23])[CH3:22].[F:24][C:25]([F:35])([F:34])[C:26]1[CH:27]=[C:28]([C:31](O)=O)[NH:29][N:30]=1.O=P12OP3(OP(OP(O3)(O1)=O)(=O)O2)=O. (6) Given the product [Cl:21][C:22]1[CH:27]=[CH:26][CH:25]=[CH:24][C:23]=1[S:28]([N:8]1[C:9]2[C:5](=[C:4]([CH2:12][N:13]([CH3:14])[CH3:15])[C:3]([O:2][CH3:1])=[CH:11][CH:10]=2)[CH:6]=[CH:7]1)(=[O:30])=[O:29], predict the reactants needed to synthesize it. The reactants are: [CH3:1][O:2][C:3]1[C:4]([CH2:12][N:13]([CH3:15])[CH3:14])=[C:5]2[C:9](=[CH:10][CH:11]=1)[NH:8][CH:7]=[CH:6]2.CN(C=O)C.[Cl:21][C:22]1[CH:27]=[CH:26][CH:25]=[CH:24][C:23]=1[S:28](Cl)(=[O:30])=[O:29].